This data is from Catalyst prediction with 721,799 reactions and 888 catalyst types from USPTO. The task is: Predict which catalyst facilitates the given reaction. (1) Reactant: C(OC([N:8]1[C:12]2=[N:13][CH:14]=[CH:15][CH:16]=[C:11]2[CH:10]=[C:9]1B(O)O)=O)(C)(C)C.Br[C:21]1[CH:22]=[C:23]([O:32][CH3:33])[C:24](=[CH:26]N(CC)CC)[N:25]=1.[O-:34]P([O-])([O-])=O.[K+].[K+].[K+].O1CCOCC1. Product: [CH3:33][O:32][C:23]1[CH:22]=[C:21]([C:9]2[NH:8][C:12]3=[N:13][CH:14]=[CH:15][CH:16]=[C:11]3[CH:10]=2)[NH:25][C:24]=1[CH:26]=[O:34]. The catalyst class is: 315. (2) Reactant: [F:1][C:2]1[CH:9]=[CH:8][C:5]([CH:6]=[O:7])=[CH:4][C:3]=1[O:10][CH3:11].[CH2:12]([Mg]Cl)[C:13]1[CH:18]=[CH:17][CH:16]=[CH:15][CH:14]=1. Product: [F:1][C:2]1[CH:9]=[CH:8][C:5]([CH:6]([OH:7])[CH2:12][C:13]2[CH:18]=[CH:17][CH:16]=[CH:15][CH:14]=2)=[CH:4][C:3]=1[O:10][CH3:11]. The catalyst class is: 1. (3) Reactant: C([O:8][C:9](=[O:45])[CH2:10][C@H:11]([NH:34][C:35]([O:37][CH2:38][C:39]1[CH:44]=[CH:43][CH:42]=[CH:41][CH:40]=1)=[O:36])[C:12]([NH:14][C:15]1[CH:20]=[C:19]([CH2:21][C:22]2[C:31]3[C:26](=[CH:27][CH:28]=[CH:29][CH:30]=3)[C:25](=[O:32])[NH:24][N:23]=2)[CH:18]=[CH:17][C:16]=1[F:33])=[O:13])C1C=CC=CC=1.CC1C=CC(COC(NNC(C2C=NC=CN=2)=O)=O)=CC=1. Product: [CH2:38]([O:37][C:35]([NH:34][C@H:11]([C:12]([NH:14][C:15]1[CH:20]=[C:19]([CH2:21][C:22]2[C:31]3[C:26](=[CH:27][CH:28]=[CH:29][CH:30]=3)[C:25](=[O:32])[NH:24][N:23]=2)[CH:18]=[CH:17][C:16]=1[F:33])=[O:13])[CH2:10][C:9]([OH:45])=[O:8])=[O:36])[C:39]1[CH:44]=[CH:43][CH:42]=[CH:41][CH:40]=1. The catalyst class is: 813. (4) The catalyst class is: 355. Product: [C:3]([OH:4])(=[O:14])[CH2:2][CH2:11][CH2:10][CH2:5][CH2:6][CH2:7][CH2:8][CH2:9][CH2:28][CH2:29][CH3:30].[Cl:1][C:2]1[C:3](=[O:14])[O:4][C:5]2[C:10]([C:11]=1[CH3:12])=[CH:9][CH:8]=[C:7]([OH:13])[CH:6]=2. Reactant: [Cl:1][C:2]1[C:3](=[O:14])[O:4][C:5]2[C:10]([C:11]=1[CH3:12])=[CH:9][CH:8]=[C:7]([OH:13])[CH:6]=2.C(=O)([O-])[O-].[K+].[K+].C(N(CC)CC)C.[C:28](Cl)(=O)[CH2:29][CH2:30]CCCCCCCCC. (5) Reactant: [I-].[CH3:2][P+](C1C=CC=CC=1)(C1C=CC=CC=1)C1C=CC=CC=1.[Li]CCCC.[CH2:27]([N:34]1[CH2:38][C@H:37]([C:39]2[CH:44]=[CH:43][C:42]([Cl:45])=[C:41]([Cl:46])[CH:40]=2)[C@@H:36]([CH:47]=O)[CH2:35]1)[C:28]1[CH:33]=[CH:32][CH:31]=[CH:30][CH:29]=1. Product: [CH2:27]([N:34]1[CH2:35][C@H:36]([CH:47]=[CH2:2])[C@@H:37]([C:39]2[CH:44]=[CH:43][C:42]([Cl:45])=[C:41]([Cl:46])[CH:40]=2)[CH2:38]1)[C:28]1[CH:33]=[CH:32][CH:31]=[CH:30][CH:29]=1. The catalyst class is: 1.